This data is from Full USPTO retrosynthesis dataset with 1.9M reactions from patents (1976-2016). The task is: Predict the reactants needed to synthesize the given product. (1) Given the product [C:28]([N:27]1[C:23]([C:20]2[CH:19]=[CH:18][C:17]([Cl:16])=[CH:22][CH:21]=2)=[CH:24][C:25]([CH2:32][NH:15][CH2:14][CH2:13][N:10]2[CH2:9][CH2:8][N:7]([C:1]3[CH:2]=[CH:3][CH:4]=[CH:5][CH:6]=3)[CH2:12][CH2:11]2)=[N:26]1)([CH3:31])([CH3:30])[CH3:29], predict the reactants needed to synthesize it. The reactants are: [C:1]1([N:7]2[CH2:12][CH2:11][N:10]([CH2:13][CH2:14][NH2:15])[CH2:9][CH2:8]2)[CH:6]=[CH:5][CH:4]=[CH:3][CH:2]=1.[Cl:16][C:17]1[CH:22]=[CH:21][C:20]([C:23]2[N:27]([C:28]([CH3:31])([CH3:30])[CH3:29])[N:26]=[C:25]([CH:32]=O)[CH:24]=2)=[CH:19][CH:18]=1. (2) Given the product [I:33][C:31]1[S:30][C:24]2[C:23](=[N:22][CH:27]=[C:26]([C:28]#[N:29])[C:25]=2[NH:6][C:5]2[CH:7]=[C:8]([O:12][CH3:13])[C:9]([O:10][CH3:11])=[C:3]([O:2][CH3:1])[CH:4]=2)[CH:32]=1, predict the reactants needed to synthesize it. The reactants are: [CH3:1][O:2][C:3]1[CH:4]=[C:5]([CH:7]=[C:8]([O:12][CH3:13])[C:9]=1[O:10][CH3:11])[NH2:6].Cl.N1C=CC=CC=1.Cl[N:22]1[CH:27]=[C:26]([C:28]#[N:29])[CH:25]=[C:24]2[S:30][CH:31]([I:33])[CH:32]=[C:23]12.C(=O)(O)[O-].[Na+]. (3) Given the product [CH3:1][O:2][C:3](=[O:21])[CH2:4][C:5]1[CH:6]=[C:7]([C:23]2[CH:42]=[CH:41][C:40]([C:43]([F:44])([F:45])[F:46])=[CH:39][C:24]=2[CH2:25][O:26][C:27](=[O:38])[N:28]([CH2:31][C:32]2[CH:37]=[CH:36][CH:35]=[CH:34][CH:33]=2)[CH2:29][CH3:30])[C:8]([F:11])=[CH:9][CH:10]=1, predict the reactants needed to synthesize it. The reactants are: [CH3:1][O:2][C:3](=[O:21])[CH2:4][C:5]1[CH:10]=[CH:9][C:8]([F:11])=[C:7](B2OC(C)(C)C(C)(C)O2)[CH:6]=1.Br[C:23]1[CH:42]=[CH:41][C:40]([C:43]([F:46])([F:45])[F:44])=[CH:39][C:24]=1[CH2:25][O:26][C:27](=[O:38])[N:28]([CH2:31][C:32]1[CH:37]=[CH:36][CH:35]=[CH:34][CH:33]=1)[CH2:29][CH3:30]. (4) Given the product [I:17][C:18]1[CH:23]=[CH:22][C:21]([O:24][CH:45]2[CH2:50][CH2:49][N:48]([C:51]([O:53][C:54]([CH3:57])([CH3:56])[CH3:55])=[O:52])[CH2:47][CH2:46]2)=[CH:20][CH:19]=1, predict the reactants needed to synthesize it. The reactants are: N(C(OC(C)(C)C)=O)=NC(OC(C)(C)C)=O.[I:17][C:18]1[CH:23]=[CH:22][C:21]([OH:24])=[CH:20][CH:19]=1.C1(P(C2C=CC=CC=2)C2C=CC=CC=2)C=CC=CC=1.O[CH:45]1[CH2:50][CH2:49][N:48]([C:51]([O:53][C:54]([CH3:57])([CH3:56])[CH3:55])=[O:52])[CH2:47][CH2:46]1.